Dataset: Full USPTO retrosynthesis dataset with 1.9M reactions from patents (1976-2016). Task: Predict the reactants needed to synthesize the given product. Given the product [O:18]=[C:17]([CH3:19])[C:16]([O:1][C:2]1[CH:10]=[C:9]([O:11][C:16](=[O:20])[C:17](=[O:18])[CH3:19])[CH:8]=[C:7]([O:12][C:16](=[O:20])[C:17](=[O:18])[CH3:19])[C:3]=1[C:4]([OH:6])=[O:5])=[O:20], predict the reactants needed to synthesize it. The reactants are: [OH:1][C:2]1[CH:10]=[C:9]([OH:11])[CH:8]=[C:7]([OH:12])[C:3]=1[C:4]([OH:6])=[O:5].ClCCl.[C:16](Cl)(=[O:20])[C:17]([CH3:19])=[O:18].Cl.